Dataset: Reaction yield outcomes from USPTO patents with 853,638 reactions. Task: Predict the reaction yield, written as a fraction of the theoretical maximum amount of product (1.0 means a 100% yield; for example, 0.34 means a 34% yield). (1) The yield is 0.746. The reactants are [Cl:1][C:2]1[C:3]2[CH:10]=[CH:9][NH:8][C:4]=2[N:5]=[CH:6][N:7]=1.[I:11]N1C(=O)CCC1=O. The product is [Cl:1][C:2]1[C:3]2[C:10]([I:11])=[CH:9][NH:8][C:4]=2[N:5]=[CH:6][N:7]=1. The catalyst is CN(C=O)C. (2) The reactants are [C:1]([C:5]1[CH:10]=[CH:9][C:8]([C:11]2[N:15]([CH3:16])[N:14]=[C:13]([C:17](=[N:19][NH:20][C:21]([C:23]3[CH:32]=[CH:31][C:26]([C:27]([O:29]C)=[O:28])=[C:25]([N+:33]([O-:35])=[O:34])[CH:24]=3)=[O:22])[CH3:18])[C:12]=2[OH:36])=[CH:7][CH:6]=1)([CH3:4])([CH3:3])[CH3:2].CO.[OH-].[Na+].Cl. The catalyst is O. The product is [C:1]([C:5]1[CH:10]=[CH:9][C:8]([C:11]2[N:15]([CH3:16])[N:14]=[C:13]([C:17](=[N:19][NH:20][C:21]([C:23]3[CH:32]=[CH:31][C:26]([C:27]([OH:29])=[O:28])=[C:25]([N+:33]([O-:35])=[O:34])[CH:24]=3)=[O:22])[CH3:18])[C:12]=2[OH:36])=[CH:7][CH:6]=1)([CH3:2])([CH3:3])[CH3:4]. The yield is 0.580. (3) The reactants are [CH3:1][C:2]1[N:11]=[CH:10][C:9]2[C:4](=[CH:5][CH:6]=[CH:7][C:8]=2F)[N:3]=1.C(N(CC)CC)C.[NH:20]1[CH2:25][CH2:24][NH:23][CH2:22][CH2:21]1.O. The catalyst is CN(C)C=O. The product is [CH3:1][C:2]1[N:11]=[CH:10][C:9]2[C:4](=[CH:5][CH:6]=[CH:7][C:8]=2[N:20]2[CH2:25][CH2:24][NH:23][CH2:22][CH2:21]2)[N:3]=1. The yield is 0.640. (4) The reactants are [Cl:1][C:2]1[CH:3]=[C:4]([C:8]2[O:12][N:11]=[CH:10][C:9]=2[CH2:13][CH2:14][C:15]([OH:17])=[O:16])[S:5][C:6]=1[Cl:7].S(=O)(=O)(O)O.[CH3:23]O. No catalyst specified. The product is [Cl:1][C:2]1[CH:3]=[C:4]([C:8]2[O:12][N:11]=[CH:10][C:9]=2[CH2:13][CH2:14][C:15]([O:17][CH3:23])=[O:16])[S:5][C:6]=1[Cl:7]. The yield is 0.800.